Dataset: Forward reaction prediction with 1.9M reactions from USPTO patents (1976-2016). Task: Predict the product of the given reaction. (1) Given the reactants C(ON=O)CC(C)C.[CH2:9]([O:11][C:12]([C:14]1[N:15]([CH3:23])[C:16]([CH3:22])=[C:17]([C:20]#[N:21])[C:18]=1N)=[O:13])[CH3:10].[I:24]CI.O, predict the reaction product. The product is: [CH2:9]([O:11][C:12]([C:14]1[N:15]([CH3:23])[C:16]([CH3:22])=[C:17]([C:20]#[N:21])[C:18]=1[I:24])=[O:13])[CH3:10]. (2) Given the reactants [Cl-].[C:2]1([S+:8]([C:15]2[CH:20]=[CH:19][CH:18]=[CH:17][CH:16]=2)[C:9]2[CH:14]=[CH:13][CH:12]=[CH:11][CH:10]=2)[CH:7]=[CH:6][CH:5]=[CH:4][CH:3]=1.[F:21][C:22]([F:37])([S:33]([O-:36])(=[O:35])=[O:34])[C:23]([F:32])([F:31])[CH:24]1[CH2:29][CH:28]2[CH2:30][CH:25]1[CH2:26][CH2:27]2.[Na+], predict the reaction product. The product is: [F:37][C:22]([F:21])([S:33]([O-:36])(=[O:35])=[O:34])[C:23]([F:32])([F:31])[CH:24]1[CH2:29][CH:28]2[CH2:30][CH:25]1[CH2:26][CH2:27]2.[C:15]1([S+:8]([C:2]2[CH:3]=[CH:4][CH:5]=[CH:6][CH:7]=2)[C:9]2[CH:14]=[CH:13][CH:12]=[CH:11][CH:10]=2)[CH:16]=[CH:17][CH:18]=[CH:19][CH:20]=1. (3) Given the reactants [F:1][CH2:2][CH2:3][N:4]1[CH2:9][CH2:8][CH:7]([OH:10])[CH2:6][CH2:5]1.F[C:12]1[CH:17]=[CH:16][C:15]([I:18])=[CH:14][CH:13]=1.[H-].[Na+], predict the reaction product. The product is: [F:1][CH2:2][CH2:3][N:4]1[CH2:9][CH2:8][CH:7]([O:10][C:12]2[CH:17]=[CH:16][C:15]([I:18])=[CH:14][CH:13]=2)[CH2:6][CH2:5]1.